This data is from Full USPTO retrosynthesis dataset with 1.9M reactions from patents (1976-2016). The task is: Predict the reactants needed to synthesize the given product. (1) The reactants are: [F:1][C:2]([F:15])([F:14])[C:3]1[NH:13][C:6]2=[N:7][CH:8]=[C:9]([CH2:11][NH2:12])[CH:10]=[C:5]2[CH:4]=1.Cl[C:17]1[CH:22]=[C:21]([C:23]([F:26])([F:25])[CH3:24])[N:20]=[CH:19][N:18]=1.CCN(C(C)C)C(C)C. Given the product [F:25][C:23]([C:21]1[N:20]=[CH:19][N:18]=[C:17]([NH:12][CH2:11][C:9]2[CH:10]=[C:5]3[CH:4]=[C:3]([C:2]([F:1])([F:14])[F:15])[NH:13][C:6]3=[N:7][CH:8]=2)[CH:22]=1)([F:26])[CH3:24], predict the reactants needed to synthesize it. (2) Given the product [C:1]1([C:7]2[CH:8]=[N:9][N:10]3[CH:15]=[C:14]([C:16]4[CH:17]=[C:18]([C:21]([OH:23])=[O:22])[S:19][CH:20]=4)[CH:13]=[N:12][C:11]=23)[CH:2]=[CH:3][CH:4]=[CH:5][CH:6]=1, predict the reactants needed to synthesize it. The reactants are: [C:1]1([C:7]2[CH:8]=[N:9][N:10]3[CH:15]=[C:14]([C:16]4[CH:17]=[C:18]([C:21]([O:23]C)=[O:22])[S:19][CH:20]=4)[CH:13]=[N:12][C:11]=23)[CH:6]=[CH:5][CH:4]=[CH:3][CH:2]=1.[OH-].[Na+]. (3) Given the product [C:1]([O:5][C:6](=[O:24])[NH:7][C:8]1[CH:9]=[CH:10][C:11]([CH2:14][C:15]2[CH:20]=[C:19]([NH2:21])[N:18]=[CH:17][N:16]=2)=[CH:12][CH:13]=1)([CH3:4])([CH3:2])[CH3:3], predict the reactants needed to synthesize it. The reactants are: [C:1]([O:5][C:6](=[O:24])[NH:7][C:8]1[CH:13]=[CH:12][C:11]([CH2:14][C:15]2[CH:20]=[C:19]([N:21]=[N+]=[N-])[N:18]=[CH:17][N:16]=2)=[CH:10][CH:9]=1)([CH3:4])([CH3:3])[CH3:2].[H][H]. (4) Given the product [CH3:1][C:2]1[CH:3]=[C:4]([C:9]2[CH:10]=[C:11]([C:30]([NH2:31])=[O:34])[C:12]3[NH:15][C:16]4[C:17]([C:13]=3[CH:14]=2)=[CH:18][C:19]([C:22]([N:24]2[CH2:29][CH2:28][O:27][CH2:26][CH2:25]2)=[O:23])=[CH:20][CH:21]=4)[CH:5]=[CH:6][C:7]=1[CH3:8], predict the reactants needed to synthesize it. The reactants are: [CH3:1][C:2]1[CH:3]=[C:4]([C:9]2[CH:14]=[CH:13][C:12]([NH:15][C:16]3[CH:21]=[CH:20][C:19]([C:22]([N:24]4[CH2:29][CH2:28][O:27][CH2:26][CH2:25]4)=[O:23])=[CH:18][CH:17]=3)=[C:11]([C:30]#[N:31])[CH:10]=2)[CH:5]=[CH:6][C:7]=1[CH3:8].CC(O)=[O:34].